From a dataset of Catalyst prediction with 721,799 reactions and 888 catalyst types from USPTO. Predict which catalyst facilitates the given reaction. (1) Product: [NH2:22][C@H:19]1[CH2:20][CH2:21][N:17]([CH:14]2[CH2:15][CH2:16][N:11]([C:9]([O:8][CH2:1][C:2]3[CH:7]=[CH:6][CH:5]=[CH:4][CH:3]=3)=[O:10])[CH2:12][CH2:13]2)[C:18]1=[O:30]. Reactant: [CH2:1]([O:8][C:9]([N:11]1[CH2:16][CH2:15][CH:14]([N:17]2[CH2:21][CH2:20][C@H:19]([NH:22]C(OC(C)(C)C)=O)[C:18]2=[O:30])[CH2:13][CH2:12]1)=[O:10])[C:2]1[CH:7]=[CH:6][CH:5]=[CH:4][CH:3]=1. The catalyst class is: 137. (2) Reactant: O=[C:2]1C[CH2:5][CH:4]([C:7]([O:9][C:10]([CH3:13])([CH3:12])[CH3:11])=[O:8])[CH2:3]1.CO[CH:16]([O:19][CH3:20])[O:17][CH3:18].CC1C=CC(S(O)(=O)=O)=CC=1.O. Product: [CH3:20][O:19][C:16]1([O:17][CH3:18])[CH2:2][CH2:3][CH:4]([C:7]([O:9][C:10]([CH3:12])([CH3:11])[CH3:13])=[O:8])[CH2:5]1. The catalyst class is: 61. (3) Reactant: [CH3:1][C:2]1[CH:7]=[CH:6][CH:5]=[CH:4][C:3]=1[N:8]1[C:12](=[O:13])[CH2:11][S:10]/[C:9]/1=[N:14]\[CH:15]([CH3:17])[CH3:16].[O:18]1[C:23]2[CH:24]=[CH:25][C:26]([CH:28]=O)=[CH:27][C:22]=2[O:21][CH2:20][CH2:19]1.C([O-])(=O)C.[Na+]. Product: [O:18]1[C:23]2[CH:24]=[CH:25][C:26](/[CH:28]=[C:11]3/[C:12](=[O:13])[N:8]([C:3]4[CH:4]=[CH:5][CH:6]=[CH:7][C:2]=4[CH3:1])/[C:9](=[N:14]/[CH:15]([CH3:17])[CH3:16])/[S:10]/3)=[CH:27][C:22]=2[O:21][CH2:20][CH2:19]1. The catalyst class is: 15. (4) Reactant: [F:1][C:2]1[CH:3]=[C:4]([CH:31]=[CH:32][CH:33]=1)[CH2:5][N:6]1[C:14]2[C:9](=[CH:10][C:11]([NH:15][C:16]3[C:25]4[C:20](=[CH:21][C:22]([O:29][CH3:30])=[C:23]([N+:26]([O-])=O)[CH:24]=4)[N:19]=[CH:18][N:17]=3)=[CH:12][CH:13]=2)[CH:8]=[N:7]1.Cl.[OH-].[Na+]. Product: [F:1][C:2]1[CH:3]=[C:4]([CH:31]=[CH:32][CH:33]=1)[CH2:5][N:6]1[C:14]2[C:9](=[CH:10][C:11]([NH:15][C:16]3[C:25]4[C:20](=[CH:21][C:22]([O:29][CH3:30])=[C:23]([NH2:26])[CH:24]=4)[N:19]=[CH:18][N:17]=3)=[CH:12][CH:13]=2)[CH:8]=[N:7]1. The catalyst class is: 447. (5) Reactant: CN([P+](ON1N=NC2C=CC=CC1=2)(N(C)C)N(C)C)C.F[P-](F)(F)(F)(F)F.C(N(CC)CC)C.[NH2:35][C:36]1[N:44]=[CH:43][CH:42]=[CH:41][C:37]=1[C:38]([OH:40])=O.[O:45]([CH2:52][C:53]1[CH:60]=[CH:59][C:56]([CH2:57][NH2:58])=[CH:55][CH:54]=1)[C:46]1[CH:51]=[CH:50][CH:49]=[CH:48][CH:47]=1. Product: [O:45]([CH2:52][C:53]1[CH:54]=[CH:55][C:56]([CH2:57][NH:58][C:38](=[O:40])[C:37]2[CH:41]=[CH:42][CH:43]=[N:44][C:36]=2[NH2:35])=[CH:59][CH:60]=1)[C:46]1[CH:51]=[CH:50][CH:49]=[CH:48][CH:47]=1. The catalyst class is: 136.